Dataset: Experimentally validated miRNA-target interactions with 360,000+ pairs, plus equal number of negative samples. Task: Binary Classification. Given a miRNA mature sequence and a target amino acid sequence, predict their likelihood of interaction. Result: 0 (no interaction). The miRNA is hsa-miR-3664-3p with sequence UCUCAGGAGUAAAGACAGAGUU. The protein sequence of the target gene is MTTRGFSCLLLLIREIDLSAKRRI.